From a dataset of hERG potassium channel inhibition data for cardiac toxicity prediction from Karim et al.. Regression/Classification. Given a drug SMILES string, predict its toxicity properties. Task type varies by dataset: regression for continuous values (e.g., LD50, hERG inhibition percentage) or binary classification for toxic/non-toxic outcomes (e.g., AMES mutagenicity, cardiotoxicity, hepatotoxicity). Dataset: herg_karim. (1) The compound is CN(C)C(=O)c1ccc(S(=O)(=O)c2ccc(NC(=O)[C@@](C)(O)C(F)(F)F)c(Cl)c2)cc1. The result is 0 (non-blocker). (2) The drug is O=c1ccc2ncc(F)c3c2n1CC3(O)CC12CCC(N/C=C/c3ccc(F)cc3)(CC1)CO2. The result is 1 (blocker). (3) The molecule is Oc1ccc(C2=Cc3ccc(O)cc3OC2)cc1. The result is 0 (non-blocker). (4) The result is 1 (blocker). The drug is COc1ccccc1Oc1ccccc1CN1CCC2(CC1)CCN(C(=O)c1ccncn1)CC2. (5) The drug is Cc1c([C@@H](O)CN2CCC3(CC2)CCN(c2ccc(S(C)(=O)=O)cn2)C3)ccc2c1COC2=O. The result is 0 (non-blocker). (6) The compound is O=C1NC(=O)/C(=C\c2ccccc2OCc2nnc(OCc3c(Cl)cccc3Cl)o2)S1. The result is 0 (non-blocker). (7) The drug is Cc1ccc(-c2nc(NC(=O)CCN(C)C)cc(-n3nccc3C)n2)o1. The result is 1 (blocker). (8) The drug is C=C(N(C)Cc1ccc(-c2ccccc2)cc1)N1CCN(C(C)C)CC1. The result is 1 (blocker). (9) The molecule is O=C(CCCN1CCN(c2ccc(F)cc2)CC1)NC1c2ccccc2CSc2ccccc21. The result is 1 (blocker).